The task is: Predict the reactants needed to synthesize the given product.. This data is from Full USPTO retrosynthesis dataset with 1.9M reactions from patents (1976-2016). The reactants are: [F:1][C:2]1[CH:3]=[CH:4][C:5]([O:25][CH3:26])=[C:6]([C@H:8]2[CH2:12][CH2:11][CH2:10][N:9]2[C:13]2[CH:18]=[CH:17][N:16]3[N:19]=[CH:20][C:21]([C:22](O)=[O:23])=[C:15]3[N:14]=2)[CH:7]=1.[CH:27]1([NH2:30])[CH2:29][CH2:28]1. Given the product [CH:27]1([NH:30][C:22]([C:21]2[CH:20]=[N:19][N:16]3[CH:17]=[CH:18][C:13]([N:9]4[CH2:10][CH2:11][CH2:12][C@@H:8]4[C:6]4[CH:7]=[C:2]([F:1])[CH:3]=[CH:4][C:5]=4[O:25][CH3:26])=[N:14][C:15]=23)=[O:23])[CH2:29][CH2:28]1, predict the reactants needed to synthesize it.